Dataset: Forward reaction prediction with 1.9M reactions from USPTO patents (1976-2016). Task: Predict the product of the given reaction. Given the reactants Cl[C:2]1[N:14]=[CH:13][C:5]2[S:6][C:7]3[CH:12]=[CH:11][CH:10]=[CH:9][C:8]=3[C:4]=2[CH:3]=1.[C:15]1(B(O)O)[CH:20]=[CH:19][CH:18]=[CH:17][CH:16]=1.C1(P(C2CCCCC2)C2C=CC=CC=2C2C(OC)=CC=CC=2OC)CCCCC1.P([O-])([O-])([O-])=O.[K+].[K+].[K+], predict the reaction product. The product is: [C:15]1([C:2]2[N:14]=[CH:13][C:5]3[S:6][C:7]4[CH:12]=[CH:11][CH:10]=[CH:9][C:8]=4[C:4]=3[CH:3]=2)[CH:20]=[CH:19][CH:18]=[CH:17][CH:16]=1.